Dataset: Reaction yield outcomes from USPTO patents with 853,638 reactions. Task: Predict the reaction yield, written as a fraction of the theoretical maximum amount of product (1.0 means a 100% yield; for example, 0.34 means a 34% yield). (1) The reactants are Cl.[N:2]1([CH2:8][CH2:9][CH2:10][C:11]([OH:13])=O)[CH2:7][CH2:6][CH2:5][CH2:4][CH2:3]1.[C:14](Cl)(=O)C(Cl)=O.C(OC([N:27]1[C:31]([NH2:32])=[CH:30][C:29]([C:33]2[CH:34]=[N:35][C:36]([CH3:39])=[CH:37][CH:38]=2)=[N:28]1)=O)(C)(C)C.Cl. The catalyst is CC#N.CN(C=O)C. The product is [CH3:14][CH:9]([CH2:8][N:2]1[CH2:3][CH2:4][CH2:5][CH2:6][CH2:7]1)[CH2:10][C:11]([NH:32][C:31]1[NH:27][N:28]=[C:29]([C:33]2[CH:34]=[N:35][C:36]([CH3:39])=[CH:37][CH:38]=2)[CH:30]=1)=[O:13]. The yield is 0.200. (2) The reactants are [CH3:1][C:2]1([CH:18]2[CH2:23][CH2:22][CH2:21][CH2:20][CH:19]2[CH3:24])[NH:6][C:5](=[O:7])[N:4]([CH2:8][C:9](=[O:16])[C:10]2[CH:15]=[CH:14][CH:13]=[CH:12][CH:11]=2)[C:3]1=[O:17].[CH3:25]I. No catalyst specified. The product is [CH3:25][N:6]1[C:2]([CH3:1])([CH:18]2[CH2:23][CH2:22][CH2:21][CH2:20][CH:19]2[CH3:24])[C:3](=[O:17])[N:4]([CH2:8][C:9](=[O:16])[C:10]2[CH:11]=[CH:12][CH:13]=[CH:14][CH:15]=2)[C:5]1=[O:7]. The yield is 0.340. (3) The reactants are [C:1]([C:4]1[C:5]([C:24]2[CH:29]=[CH:28][C:27]([F:30])=[C:26]([Cl:31])[CH:25]=2)=[N:6][N:7]2[CH2:12][CH2:11][N:10]([C:13]([NH:15][C:16]([CH3:23])([CH3:22])[C:17]([O:19]CC)=[O:18])=[O:14])[CH2:9][C:8]=12)(=[O:3])[NH2:2].[OH-].[Na+]. The catalyst is C(O)C.C1COCC1.O. The product is [C:1]([C:4]1[C:5]([C:24]2[CH:29]=[CH:28][C:27]([F:30])=[C:26]([Cl:31])[CH:25]=2)=[N:6][N:7]2[CH2:12][CH2:11][N:10]([C:13]([NH:15][C:16]([CH3:23])([CH3:22])[C:17]([OH:19])=[O:18])=[O:14])[CH2:9][C:8]=12)(=[O:3])[NH2:2]. The yield is 0.850. (4) The reactants are [CH2:1]([O:8][C:9]1[CH:14]=[CH:13][N:12]([C:15]2[CH:20]=[CH:19][C:18]3[C:21]4[CH2:22][N:23](C(OC(C)(C)C)=O)[CH2:24][CH2:25][CH2:26][C:27]=4[S:28][C:17]=3[CH:16]=2)[C:11](=[O:36])[CH:10]=1)[C:2]1[CH:7]=[CH:6][CH:5]=[CH:4][CH:3]=1.[ClH:37]. No catalyst specified. The product is [ClH:37].[CH2:1]([O:8][C:9]1[CH:14]=[CH:13][N:12]([C:15]2[CH:20]=[CH:19][C:18]3[C:21]4[CH2:22][NH:23][CH2:24][CH2:25][CH2:26][C:27]=4[S:28][C:17]=3[CH:16]=2)[C:11](=[O:36])[CH:10]=1)[C:2]1[CH:7]=[CH:6][CH:5]=[CH:4][CH:3]=1. The yield is 0.660. (5) The catalyst is ClCCl. The yield is 0.980. The reactants are [NH2:1][C:2]1[CH:3]=[CH:4][C:5]([Br:12])=[C:6]([CH:11]=1)[C:7]([O:9][CH3:10])=[O:8].C(N(CC)CC)C.[C:20](Cl)(=[O:22])[CH3:21]. The product is [C:20]([NH:1][C:2]1[CH:3]=[CH:4][C:5]([Br:12])=[C:6]([CH:11]=1)[C:7]([O:9][CH3:10])=[O:8])(=[O:22])[CH3:21]. (6) The reactants are [C:1]([O:7][CH2:8][CH3:9])(=[O:6])[CH2:2][C:3]([CH3:5])=O.[F:10][C:11]1[CH:18]=[CH:17][C:14]([CH:15]=O)=[CH:13][CH:12]=1.[NH4+:19].[OH-:20]. The catalyst is CCO.C(Cl)Cl. The product is [F:10][C:11]1[CH:18]=[CH:17][C:14]([CH:15]2[C:2]([C:1]([O:7][CH2:8][CH3:9])=[O:6])=[C:3]([CH3:5])[NH:19][C:3]([CH3:5])=[C:2]2[C:1]([O:7][CH2:8][CH3:9])=[O:20])=[CH:13][CH:12]=1. The yield is 0.580. (7) The reactants are [CH2:1]1[CH:10]2[CH:5]([CH2:6][CH2:7][CH2:8][CH2:9]2)[CH2:4][CH2:3][NH:2]1.[Cl:11][C:12]1[CH:13]=[C:14]([NH:19][C:20]2[C:29]3[C:24](=[CH:25][C:26]([O:35][CH3:36])=[C:27]([O:30][CH2:31][CH2:32][CH2:33]Cl)[CH:28]=3)[N:23]=[CH:22][N:21]=2)[CH:15]=[CH:16][C:17]=1[F:18].C([O-])([O-])=O.[K+].[K+].C(Cl)Cl. The catalyst is CN(C=O)C. The product is [Cl:11][C:12]1[CH:13]=[C:14]([NH:19][C:20]2[C:29]3[C:24](=[CH:25][C:26]([O:35][CH3:36])=[C:27]([O:30][CH2:31][CH2:32][CH2:33][N:2]4[CH2:3][CH2:4][CH:5]5[CH:10]([CH2:9][CH2:8][CH2:7][CH2:6]5)[CH2:1]4)[CH:28]=3)[N:23]=[CH:22][N:21]=2)[CH:15]=[CH:16][C:17]=1[F:18]. The yield is 0.490. (8) The reactants are [Cl:1][C:2]1[CH:9]=[CH:8][C:5]([C:6]#[N:7])=[C:4]([O:10][C:11]2[CH:16]=[CH:15][CH:14]=[C:13]([CH:17]=O)[C:12]=2[OH:19])[CH:3]=1.CN.[C:22]([BH3-])#[N:23].[Na+].[C:26]([OH:33])(=[O:32])/[CH:27]=[CH:28]/[C:29]([OH:31])=[O:30]. The catalyst is C(OCC)(=O)C.C(O)(=O)C.CO. The product is [C:26]([OH:33])(=[O:32])/[CH:27]=[CH:28]/[C:29]([OH:31])=[O:30].[Cl:1][C:2]1[CH:9]=[CH:8][C:5]([C:6]#[N:7])=[C:4]([O:10][C:11]2[CH:16]=[CH:15][CH:14]=[C:13]([CH2:17][NH:23][CH3:22])[C:12]=2[OH:19])[CH:3]=1. The yield is 0.580. (9) The reactants are [F:1][C:2]1[CH:3]=[CH:4][C:5]([NH:8][NH2:9])=[N:6][CH:7]=1.[CH3:10][N:11]1[CH2:16][CH2:15][N:14]([CH2:17][CH2:18][C:19](O)=[O:20])[CH2:13][CH2:12]1.C(Cl)CCl.C1C=CC2N(O)N=NC=2C=1. The catalyst is C(Cl)Cl. The product is [F:1][C:2]1[CH:3]=[CH:4][C:5]([NH:8][NH:9][C:19](=[O:20])[CH2:18][CH2:17][N:14]2[CH2:13][CH2:12][N:11]([CH3:10])[CH2:16][CH2:15]2)=[N:6][CH:7]=1. The yield is 0.730.